Regression. Given a peptide amino acid sequence and an MHC pseudo amino acid sequence, predict their binding affinity value. This is MHC class II binding data. From a dataset of Peptide-MHC class II binding affinity with 134,281 pairs from IEDB. (1) The peptide sequence is GFKAAVAAAASVPAA. The MHC is DRB3_0101 with pseudo-sequence DRB3_0101. The binding affinity (normalized) is 0.0983. (2) The peptide sequence is CSPSRLPGPSDTPILPQ. The MHC is DRB1_0401 with pseudo-sequence DRB1_0401. The binding affinity (normalized) is 0. (3) The peptide sequence is PIIIDQKYCPNKICT. The MHC is DRB1_1501 with pseudo-sequence DRB1_1501. The binding affinity (normalized) is 0.691. (4) The peptide sequence is MFFSTMKRPSREKQD. The MHC is DRB1_0701 with pseudo-sequence DRB1_0701. The binding affinity (normalized) is 0.264. (5) The peptide sequence is GIKQLQARVLAVERYLK. The MHC is DRB3_0101 with pseudo-sequence DRB3_0101. The binding affinity (normalized) is 0.487. (6) The peptide sequence is TIDGRGAEVHIGNGG. The MHC is DRB3_0101 with pseudo-sequence DRB3_0101. The binding affinity (normalized) is 0. (7) The peptide sequence is IRPGLLIGFGLRTLW. The MHC is DRB1_0401 with pseudo-sequence DRB1_0401. The binding affinity (normalized) is 0. (8) The peptide sequence is EKKYFAATQFWPLAA. The MHC is HLA-DQA10401-DQB10402 with pseudo-sequence HLA-DQA10401-DQB10402. The binding affinity (normalized) is 0.277. (9) The peptide sequence is RSWVTAGEIHAVPFG. The MHC is HLA-DQA10201-DQB10303 with pseudo-sequence HLA-DQA10201-DQB10303. The binding affinity (normalized) is 0.613.